Dataset: Peptide-MHC class I binding affinity with 185,985 pairs from IEDB/IMGT. Task: Regression. Given a peptide amino acid sequence and an MHC pseudo amino acid sequence, predict their binding affinity value. This is MHC class I binding data. (1) The binding affinity (normalized) is 0. The peptide sequence is YQSGLSIVM. The MHC is HLA-B45:01 with pseudo-sequence HLA-B45:01. (2) The peptide sequence is RLSFKELLVY. The MHC is HLA-A29:02 with pseudo-sequence HLA-A29:02. The binding affinity (normalized) is 0.588.